From a dataset of Reaction yield outcomes from USPTO patents with 853,638 reactions. Predict the reaction yield, written as a fraction of the theoretical maximum amount of product (1.0 means a 100% yield; for example, 0.34 means a 34% yield). (1) The reactants are ClC1C=C(NC2N=CC(CO)=C(C3CC3)C=2)C=CC=1.[Cl:20][C:21]1[CH:26]=[C:25]([Cl:27])[CH:24]=[CH:23][C:22]=1[NH:28][C:29]1[CH:37]=[C:36]([CH:38]([CH3:40])[CH3:39])[C:32]([C:33](O)=[O:34])=[CH:31][N:30]=1. No catalyst specified. The product is [Cl:20][C:21]1[CH:26]=[C:25]([Cl:27])[CH:24]=[CH:23][C:22]=1[NH:28][C:29]1[N:30]=[CH:31][C:32]([CH2:33][OH:34])=[C:36]([CH:38]([CH3:40])[CH3:39])[CH:37]=1. The yield is 0.720. (2) The reactants are O=[CH:2][CH2:3][NH:4][C:5](=[O:11])[O:6][C:7]([CH3:10])([CH3:9])[CH3:8].CN(C)C=O.[NH:17]1[CH2:22][CH:21]=[CH:20][CH2:19][CH2:18]1.C(O[BH-](OC(=O)C)OC(=O)C)(=O)C.[Na+]. The catalyst is C(OCC)(=O)C.O1CCCC1. The product is [N:17]1([CH2:2][CH2:3][NH:4][C:5](=[O:11])[O:6][C:7]([CH3:10])([CH3:9])[CH3:8])[CH2:18][CH:19]=[CH:20][CH2:21][CH2:22]1. The yield is 0.410. (3) The reactants are [C:1]([O:4][CH2:5][C@@:6]([NH:27]C(=O)C)([CH2:25][CH3:26])[CH2:7][CH2:8][C:9]1[O:10][C:11]([C:14]#[C:15][CH2:16][CH2:17][O:18][CH:19]2[CH2:24][CH2:23][CH2:22][CH2:21][CH2:20]2)=[CH:12][CH:13]=1)(=[O:3])[CH3:2].O1CCCC1.CO.[OH2:38].[OH-:39].[Li+]. The catalyst is O. The product is [C:2]([OH:39])(=[O:38])[C:1]([OH:4])=[O:3].[NH2:27][C@:6]([CH2:25][CH3:26])([CH2:7][CH2:8][C:9]1[O:10][C:11]([C:14]#[C:15][CH2:16][CH2:17][O:18][CH:19]2[CH2:20][CH2:21][CH2:22][CH2:23][CH2:24]2)=[CH:12][CH:13]=1)[CH2:5][OH:4]. The yield is 0.990. (4) The reactants are Br[C:2]1[CH:16]=[CH:15][C:5]([CH2:6][O:7][Si:8]([C:11]([CH3:14])([CH3:13])[CH3:12])([CH3:10])[CH3:9])=[CH:4][CH:3]=1.[F:17][C:18]([F:25])([F:24])[C@@H:19]1[CH2:23][CH2:22][CH2:21][NH:20]1.CC(C)([O-])C.[Na+].C(OCC)(=O)C. The catalyst is COCCOC. The product is [Si:8]([O:7][CH2:6][C:5]1[CH:15]=[CH:16][C:2]([N:20]2[CH2:21][CH2:22][CH2:23][C@H:19]2[C:18]([F:25])([F:24])[F:17])=[CH:3][CH:4]=1)([C:11]([CH3:14])([CH3:13])[CH3:12])([CH3:10])[CH3:9]. The yield is 0.940. (5) The reactants are [NH2:1][C:2]1[C:11]2[C:6](=[C:7](Br)[CH:8]=[CH:9][CH:10]=2)[N:5]=[N:4][C:3]=1[C:13]([NH:15][CH2:16][CH2:17][CH3:18])=[O:14].[F:19][C:20]1[C:21]([O:29][CH3:30])=[C:22](B(O)O)[CH:23]=[CH:24][CH:25]=1. No catalyst specified. The product is [NH2:1][C:2]1[C:11]2[C:6](=[C:7]([C:22]3[CH:23]=[CH:24][CH:25]=[C:20]([F:19])[C:21]=3[O:29][CH3:30])[CH:8]=[CH:9][CH:10]=2)[N:5]=[N:4][C:3]=1[C:13]([NH:15][CH2:16][CH2:17][CH3:18])=[O:14]. The yield is 0.880. (6) The reactants are Br[CH2:2][C:3]([C:5]1[C:10]([CH3:11])=[CH:9][C:8]([O:12][C:13]2[CH:18]=[CH:17][C:16]([O:19][CH3:20])=[CH:15][N:14]=2)=[CH:7][C:6]=1[CH3:21])=O.[NH2:22][C:23]([NH2:25])=[S:24]. The catalyst is CCO. The product is [CH3:20][O:19][C:16]1[CH:17]=[CH:18][C:13]([O:12][C:8]2[CH:9]=[C:10]([CH3:11])[C:5]([C:3]3[N:22]=[C:23]([NH2:25])[S:24][CH:2]=3)=[C:6]([CH3:21])[CH:7]=2)=[N:14][CH:15]=1. The yield is 0.0570.